This data is from Experimentally validated miRNA-target interactions with 360,000+ pairs, plus equal number of negative samples. The task is: Binary Classification. Given a miRNA mature sequence and a target amino acid sequence, predict their likelihood of interaction. The miRNA is hsa-miR-302c-3p with sequence UAAGUGCUUCCAUGUUUCAGUGG. The protein sequence of the target gene is MNMIWRNSISCLRLGKVPHRYQSGYHPVAPLGSRILTDPAKVFEHNMWDHMQWSKEEEAAARKKVKENSAVRVLLEEQVKYEREASKYWDTFYKIHKNKFFKDRNWLLREFPEILPVDQKPEEKARESSWDHVKTSATNRFSRMHCPTVPDEKNHYEKSSGSSEGQSKTESDFSNLDSEKHKKGPMETGLFPGSNATFRILEVGCGAGNSVFPILNTLENSPESFLYCCDFASGAVELVKSHSSYRATQCFAFVHDVCDDGLPYPFPDGILDVILLVFVLSSIHPDRTLFI. Result: 1 (interaction).